From a dataset of Forward reaction prediction with 1.9M reactions from USPTO patents (1976-2016). Predict the product of the given reaction. Given the reactants CC[C:3](C)=[O:4].[C:6]([O:10][C:11]12[CH2:20]C3CC(CC(O)(C3)C1)[CH2:18]2)(=[O:9])[CH:7]=C.CC(N=NC(C#N)(C)C)(C#N)C, predict the reaction product. The product is: [CH3:20][CH:11]([O:10][C:6]([CH3:7])=[O:9])[CH2:18][O:4][CH3:3].